From a dataset of Forward reaction prediction with 1.9M reactions from USPTO patents (1976-2016). Predict the product of the given reaction. (1) The product is: [NH2:14][CH:2]1[C:12](=[O:13])[NH:11][C:10]2[CH:9]=[CH:8][CH:7]=[CH:6][NH:5][C:4]=2[CH2:3]1. Given the reactants I[CH:2]1[C:12](=[O:13])[NH:11][C:10]2[CH:9]=[CH:8][CH:7]=[CH:6][NH:5][C:4]=2[CH2:3]1.[NH3:14], predict the reaction product. (2) The product is: [Br:1][C:2]1[CH:3]=[CH:4][C:5]([F:25])=[C:6](/[C:8](=[N:32]\[S:30]([C:27]([CH3:29])([CH3:28])[CH3:26])=[O:31])/[CH2:9][C:10]2([O:16][Si:17]([C:20]([CH3:23])([CH3:22])[CH3:21])([CH3:19])[CH3:18])[CH2:15][CH2:14][O:13][CH2:12][CH2:11]2)[CH:7]=1. Given the reactants [Br:1][C:2]1[CH:3]=[CH:4][C:5]([F:25])=[C:6]([C:8](=O)[CH2:9][C:10]2([O:16][Si:17]([C:20]([CH3:23])([CH3:22])[CH3:21])([CH3:19])[CH3:18])[CH2:15][CH2:14][O:13][CH2:12][CH2:11]2)[CH:7]=1.[CH3:26][C:27]([S:30]([NH2:32])=[O:31])([CH3:29])[CH3:28], predict the reaction product. (3) Given the reactants [F:1][C:2]1[CH:7]=[CH:6][CH:5]=[CH:4][C:3]=1[C:8]([OH:10])=O.C(OC(=O)[NH:17][C:18]1([C:21]([NH:23][C@@H:24]2[CH2:30][C:29](=[O:31])[C:28]3[CH:32]=[CH:33][CH:34]=[CH:35][C:27]=3[N:26]([CH2:36][C:37]3[CH:42]=[CH:41][C:40]([O:43][C:44]([F:47])([F:46])[F:45])=[CH:39][CH:38]=3)[C:25]2=[O:48])=[O:22])[CH2:20][CH2:19]1)(C)(C)C, predict the reaction product. The product is: [O:48]=[C:25]1[C@H:24]([NH:23][C:21]([C:18]2([NH:17][C:8](=[O:10])[C:3]3[CH:4]=[CH:5][CH:6]=[CH:7][C:2]=3[F:1])[CH2:19][CH2:20]2)=[O:22])[CH2:30][C:29](=[O:31])[C:28]2[CH:32]=[CH:33][CH:34]=[CH:35][C:27]=2[N:26]1[CH2:36][C:37]1[CH:38]=[CH:39][C:40]([O:43][C:44]([F:46])([F:45])[F:47])=[CH:41][CH:42]=1. (4) Given the reactants [CH2:1]([N:5]1[CH2:9][C@@H:8]([C:10]2[CH:15]=[CH:14][CH:13]=[CH:12][C:11]=2Br)[C@H:7]([C:17]2[CH:22]=[C:21]([Cl:23])[CH:20]=[CH:19][C:18]=2[OH:24])[CH2:6]1)[CH2:2][CH2:3][CH3:4].C(=O)([O-])[O-].[Cs+].[Cs+].CN(C)CC(O)=O, predict the reaction product. The product is: [Cl:23][C:21]1[CH:20]=[CH:19][C:18]2[O:24][C:11]3[CH:12]=[CH:13][CH:14]=[CH:15][C:10]=3[C@H:8]3[CH2:9][N:5]([CH2:1][CH2:2][CH2:3][CH3:4])[CH2:6][C@@H:7]3[C:17]=2[CH:22]=1.